Task: Regression. Given a peptide amino acid sequence and an MHC pseudo amino acid sequence, predict their binding affinity value. This is MHC class I binding data.. Dataset: Peptide-MHC class I binding affinity with 185,985 pairs from IEDB/IMGT (1) The peptide sequence is VTCGNGIQVR. The MHC is HLA-A11:01 with pseudo-sequence HLA-A11:01. The binding affinity (normalized) is 0.778. (2) The MHC is HLA-A02:03 with pseudo-sequence HLA-A02:03. The peptide sequence is FLAHLQWFA. The binding affinity (normalized) is 1.00. (3) The peptide sequence is RTPVDRSKID. The MHC is Mamu-A01 with pseudo-sequence Mamu-A01. The binding affinity (normalized) is 0.219. (4) The peptide sequence is TLVGLAIGLVLL. The MHC is HLA-A02:02 with pseudo-sequence HLA-A02:02. The binding affinity (normalized) is 0.453. (5) The peptide sequence is KIKLILANK. The MHC is HLA-A33:01 with pseudo-sequence HLA-A33:01. The binding affinity (normalized) is 0.0618. (6) The peptide sequence is DVSRPTTVV. The MHC is HLA-A02:01 with pseudo-sequence HLA-A02:01. The binding affinity (normalized) is 0.0306.